This data is from Reaction yield outcomes from USPTO patents with 853,638 reactions. The task is: Predict the reaction yield, written as a fraction of the theoretical maximum amount of product (1.0 means a 100% yield; for example, 0.34 means a 34% yield). (1) The reactants are [CH3:1][C:2]1[N:7]=[C:6]2[S:8][C:9]3[CH2:14][CH2:13][CH2:12][CH2:11][C:10]=3[C:5]2=[C:4]([C:15]2[CH:20]=[CH:19][CH:18]=[CH:17][C:16]=2[Cl:21])[C:3]=1[CH2:22][C:23]([O:25][CH3:26])=[O:24].[Li+].C[Si]([N-][Si](C)(C)C)(C)C.[CH2:37]1[CH2:41]OC[CH2:38]1.ICCC. The catalyst is CN(C=O)C. The product is [CH3:1][C:2]1[N:7]=[C:6]2[S:8][C:9]3[CH2:14][CH2:13][CH2:12][CH2:11][C:10]=3[C:5]2=[C:4]([C:15]2[CH:20]=[CH:19][CH:18]=[CH:17][C:16]=2[Cl:21])[C:3]=1[CH:22]([CH2:38][CH2:37][CH3:41])[C:23]([O:25][CH3:26])=[O:24]. The yield is 0.740. (2) The reactants are [C:1]([O:4][C:5]1[CH:15]=[CH:14][CH:13]=[C:7]2[C:8]([O:10][C:11](=[O:12])[C:6]=12)=O)(=[O:3])[CH3:2].FC(F)(F)C(O)=O.[NH2:23][CH:24]1[CH2:30][CH2:29][C:28](=[O:31])[NH:27][C:25]1=[O:26].CC([O-])=O.[Na+]. The catalyst is C(O)(=O)C. The product is [O:10]=[C:8]1[C:7]2[C:6](=[C:5]([O:4][C:1](=[O:3])[CH3:2])[CH:15]=[CH:14][CH:13]=2)[C:11](=[O:12])[N:23]1[CH:24]1[CH2:30][CH2:29][C:28](=[O:31])[NH:27][C:25]1=[O:26]. The yield is 0.660.